Binary Classification. Given two protein amino acid sequences, predict whether they physically interact or not. From a dataset of Human Reference Interactome with 51,813 positive PPI pairs across 8,248 proteins, plus equal number of experimentally-validated negative pairs. (1) Protein 1 (ENSG00000269335) has sequence MNRHLWKSQLCEMVQPSGGPAADQDVLGEESPLGKPAMLHLPSEQGAPETLQRCLEENQELRDAIRQSNQILRERCEELLHFQASQREEKEFLMCKFQEARKLVERLGLEKLDLKRQKEQALREVEHLKRCQQQMAEDKASVKAQVTSLLGELQESQSRLEAATKECQALEGRMVQPSGGPAADQDVLGEESPLGKPAMLHLPSEQGAPETLQRCLEENQELRDAIRQSNQILRERCEELLHFQASQREEKEFLMCKFQEARKLVERLGLEKLDLKRQKEQALREVEHLKRCQQQMAEDK.... Protein 2 (ENSG00000149636) has sequence MTSVTRSEIIDEKGPVMSKTHDHQLESSLSPVEVFAKTSASLEMNQGVSEERIHLGSSPKKGGNCDLSHQERLQSKSLHLSPQEQSASYQDRRQSWRRASMKETNRRKSLHPIHQGITELSRSISVDLAESKRLGCLLLSSFQFSIQKLEPFLRDTKGFSLESFRAKASSLSEELKHFADGLETDGTLQKCFEDSNGKASDFSLEASVAEMKEYITKFSLERQTWDQLLLHYQQEAKEILSRGSTEAKITEVKVEPMTYLGSSQNEVLNTKPDYQKILQNQSKVFDCMELVMDELQGSVK.... Result: 0 (the proteins do not interact). (2) Protein 1 (ENSG00000198682) has sequence MSGIKKQKTENQQKSTNVVYQAHHVSRNKRGQVVGTRGGFRGCTVWLTGLSGAGKTTISFALEEYLVSHAIPCYSLDGDNVRHGLNRNLGFSPGDREENIRRIAEVAKLFADAGLVCITSFISPFAKDRENARKIHESAGLPFFEIFVDAPLNICESRDVKGLYKRARAGEIKGFTGIDSDYEKPETPERVLKTNLSTVSDCVHQVVELLQEQNIVPYTIIKDIHELFVPENKLDHVRAEAETLPSLSITKLDLQWVQVLSEGWATPLKGFMREKEYLQVMHFDTLLDDGVINMSIPIVL.... Protein 2 (ENSG00000213760) has sequence MASQSQGIQQLLQAEKRAAEKVADARKRKARRLKQAKEEAQMEVEQYRREREHEFQSKQQAAMGSQGNLSAEVEQATRRQVQGMQSSQQRNRERVLAQLLGMVCDVRPQVHPNYRISA*MASQSQGIQQLLQAEKRAAEKVADARKRKARRLKQATRRQVQGMQSSQQRNRERVLAQLLGMVCDVRPQVHPNYRISA*GGQQHAVPCPHGGPGGQGQPRAEAAGTGQGHRGGHRPGAVVGAAQHLHRGLGVAGGGPGPGPAVLQTRKARRLKQAKEEAQMEVEQYRREREHEFQSKQQAA.... Result: 0 (the proteins do not interact). (3) Protein 1 (ENSG00000117597) has sequence XCSTWSFLAPLPQQFHLKILFLPLTPLRLLLLSAQVLIVVPFREAALRVVQLFISLLEGDSKKKIIVSNKKRFQGEYGSDPEERPPNLKRPEDYEAVFVGNIDDHFRIGVAILQRSIRLYAPFYSSDILIASPLGLRTIIGGEGEKKRDFDFLSSIELLIIDQADIYLMQNWEHVLHLMNHMNLLPLDSHGVDFSRVRMWSLNNWSKYYRQTLLFGALQDAQINSVFNKYCVNMQGQVGSRLVSSVSS*MGKRGSRSQSQLLNTLTKKQKKHLRDFGEEHPFYDRVSRKEAKPQICQLSE.... Protein 2 (ENSG00000149196) has sequence MFGCLVAGRLVQTAAQQVAEDKFVFDLPDYESINHVVVFMLGTIPFPEGMGGSVYFSYPDSNGMPVWQLLGFVTNGKPSAIFKISGLKSGEGSQHPFGAMNIVRTPSVAQIGISVELLDSMAQQTPVGNAAVSSVDSFTQFTQKMLDNFYNFASSFAVSQAQMTPSPSEMFIPANVVLKWYENFQRRLAQNPLFWKT*MFGCLVAGRLVQTAAQQVAEDKFVFDLPDYESINHVVVFMLGTIPFPEGMGGSVYFSYPDSNGMPVWQLLGFVTNGKPSAIFKISGLKSGNY*MFGCLVAGR.... Result: 0 (the proteins do not interact). (4) Protein 1 (ENSG00000123505) has sequence MFVSKRRFILKTCGTTLLLKALVPLLKLARDYSGFDSIQSFFYSRKNFMKPSHQGYPHRNFQEEIEFLNAIFPNGAAYCMGRMNSDCWYLYTLDFPESRVISQPDQTLEILMSELDPAVMDQFYMKDGVTAKDVTRESGIRDLIPGSVIDATMFNPCGYSMNGMKSDGTYWTIHITPEPEFSYVSFETNLSQTSYDDLIRKVVEVFKPGKFVTTLFVNQSSKCRTVLASPQKIEGFKRLDCQSAMFNDYNFVFTSFAKKQQQQQS*MEAAHFFEGTEKLLEVWFSRQQPDANQGSGDLRT.... Protein 2 (ENSG00000134595) has sequence MRPVRENSSGARSPRVPADLARSILISLPFPPDSLAHRPPSSAPTESQGLFTVAAPAPGAPSPPATLAHLLPAPAMYSLLETELKNPVGTPTQAAGTGGPAAPGGAGKSSANAAGGANSGGGSSGGASGGGGGTDQDRVKRPMNAFMVWSRGQRRKMALENPKMHNSEISKRLGADWKLLTDAEKRPFIDEAKRLRAVHMKEYPDYKYRPRRKTKTLLKKDKYSLPSGLLPPGAAAAAAAAAAAAAAASSPVGVGQRLDTYTHVNGWANGAYSLVQEQLGYAQPPSMSSPPPPPALPPMH.... Result: 0 (the proteins do not interact). (5) Protein 1 (ENSG00000212123) has sequence XLEGAEVLGNQPAPTCAEPPPAMGTIGWVGAPAGEGSGAHPPKGPTHLGTFVHRLLEPVSSPRPRERGVSSPTSRYRPPLSP*MQHPKPFCAPAAPQEGFSPQSLEGAEVLGNQPAPTCAEPPPAMGSLNLYHPPDPEKEVFPAPPAGFQMAPCGCFFDPRIYRIEWTTPDLGQSALYKLAASSGGPAGVPSAPGSYLLEPQPYLKAPGLPPYPHYQQAPGGPQFLLPYFPPEGPGPEALGFVGDAGPAAFVELPLPPLEEGPAPLPPPPPKENKPPPVLITLPAEPTLPPDAYSHLQGH.... Protein 2 (ENSG00000169676) has sequence MLPPGSNGTAYPGQFALYQQLAQGNAVGGSAGAPPLGPSQVVTACLLTLLIIWTLLGNVLVCAAIVRSRHLRANMTNVFIVSLAVSDLFVALLVMPWKAVAEVAGYWPFGAFCDVWVAFDIMCSTASILNLCVISVDRYWAISRPFRYKRKMTQRMALVMVGLAWTLSILISFIPVQLNWHRDQAASWGGLDLPNNLANWTPWEEDFWEPDVNAENCDSSLNRTYAISSSLISFYIPVAIMIVTYTRIYRIAQVQIRRISSLERAAEHAQSCRSSAACAPDTSLRASIKKETKVLKTLSV.... Result: 0 (the proteins do not interact).